Dataset: Forward reaction prediction with 1.9M reactions from USPTO patents (1976-2016). Task: Predict the product of the given reaction. (1) Given the reactants [N+:1]([C:4]1[CH:15]=[C:8]2[C:9]([O:11]C(=O)[NH:13][C:7]2=[CH:6][CH:5]=1)=O)([O-:3])=[O:2].[Cl:16][C:17]1[CH:24]=[CH:23][CH:22]=[CH:21][C:18]=1[CH2:19][NH2:20], predict the reaction product. The product is: [NH2:13][C:7]1[CH:6]=[CH:5][C:4]([N+:1]([O-:3])=[O:2])=[CH:15][C:8]=1[C:9]([NH:20][CH2:19][C:18]1[CH:21]=[CH:22][CH:23]=[CH:24][C:17]=1[Cl:16])=[O:11]. (2) Given the reactants [NH2:1][C:2]1[CH:7]=[CH:6][C:5]([C:8]2[N:12]([CH3:13])[C:11]([C:14]#[N:15])=[CH:10][CH:9]=2)=[CH:4][CH:3]=1.[CH3:16][CH:17]([CH3:22])[CH2:18][C:19](Cl)=[O:20], predict the reaction product. The product is: [C:14]([C:11]1[N:12]([CH3:13])[C:8]([C:5]2[CH:6]=[CH:7][C:2]([NH:1][C:19](=[O:20])[CH2:18][CH:17]([CH3:22])[CH3:16])=[CH:3][CH:4]=2)=[CH:9][CH:10]=1)#[N:15].